This data is from Full USPTO retrosynthesis dataset with 1.9M reactions from patents (1976-2016). The task is: Predict the reactants needed to synthesize the given product. (1) Given the product [F:8][C:9]1[CH:14]=[CH:13][C:12]([N:15]2[C:23](=[O:24])[C:22]3[C@@H:21]4[C:25]([CH3:27])([CH3:26])[C@@:18]([CH3:28])([CH2:19][CH2:20]4)[C:17]=3[N:16]2[CH3:5])=[CH:11][CH:10]=1, predict the reactants needed to synthesize it. The reactants are: S(OC)(O[CH3:5])(=O)=O.[F:8][C:9]1[CH:14]=[CH:13][C:12]([N:15]2[C:23](=[O:24])[C:22]3[C@@H:21]4[C:25]([CH3:27])([CH3:26])[C@@:18]([CH3:28])([CH2:19][CH2:20]4)[C:17]=3[NH:16]2)=[CH:11][CH:10]=1. (2) Given the product [CH2:30]([O:32][C:33]([CH:35]1[CH2:40][CH2:39][CH:38]([N:1]2[CH2:2][CH:3]([NH:5][C:6](=[O:29])[CH2:7][NH:8][C:9]3[C:17]4[C:12](=[CH:13][CH:14]=[C:15]([C:18]([F:20])([F:19])[F:21])[CH:16]=4)[N:11]([CH2:22][C:23]4[CH:28]=[CH:27][CH:26]=[CH:25][CH:24]=4)[N:10]=3)[CH2:4]2)[CH2:37][CH2:36]1)=[O:34])[CH3:31], predict the reactants needed to synthesize it. The reactants are: [NH:1]1[CH2:4][CH:3]([NH:5][C:6](=[O:29])[CH2:7][NH:8][C:9]2[C:17]3[C:12](=[CH:13][CH:14]=[C:15]([C:18]([F:21])([F:20])[F:19])[CH:16]=3)[N:11]([CH2:22][C:23]3[CH:28]=[CH:27][CH:26]=[CH:25][CH:24]=3)[N:10]=2)[CH2:2]1.[CH2:30]([O:32][C:33]([CH:35]1[CH2:40][CH2:39][C:38](=O)[CH2:37][CH2:36]1)=[O:34])[CH3:31].